Dataset: Catalyst prediction with 721,799 reactions and 888 catalyst types from USPTO. Task: Predict which catalyst facilitates the given reaction. (1) Reactant: [CH3:1][C:2]([O:4][C:5]1[S:9][C:8]2[CH2:10][CH2:11][N:12]([CH:14]([C:22]([CH:24]3[CH2:26][CH2:25]3)=[O:23])[C:15]3[CH:16]=[CH:17][CH:18]=[CH:19][C:20]=3[F:21])[CH2:13][C:7]=2[CH:6]=1)=[O:3].[ClH:27].C(OCC)(=O)C. Product: [CH3:1][C:2]([O:4][C:5]1[S:9][C:8]2[CH2:10][CH2:11][N:12]([CH:14]([C:22]([CH:24]3[CH2:26][CH2:25]3)=[O:23])[C:15]3[CH:16]=[CH:17][CH:18]=[CH:19][C:20]=3[F:21])[CH2:13][C:7]=2[CH:6]=1)=[O:3].[ClH:27]. The catalyst class is: 13. (2) Reactant: [C:1](=O)(O)[O-].[Na+].[N+:6]([C:9]1[CH:10]=[C:11]([CH:17]=[CH:18][C:19]=1[CH2:20][CH:21]=[O:22])[C:12]([O:14][CH2:15][CH3:16])=[O:13])([O-:8])=[O:7].CI. Product: [CH3:1][CH:20]([C:19]1[CH:18]=[CH:17][C:11]([C:12]([O:14][CH2:15][CH3:16])=[O:13])=[CH:10][C:9]=1[N+:6]([O-:8])=[O:7])[CH:21]=[O:22]. The catalyst class is: 39. (3) Reactant: CN(C=O)C.[CH3:6][C:7]1[CH:12]=[C:11]([OH:13])[C:10]([CH3:14])=[CH:9][C:8]=1[Br:15].C(=O)([O-])[O-].[K+].[K+].[CH2:22]([C:24]([CH2:26]Br)=[O:25])[CH3:23]. Product: [Br:15][C:8]1[C:7]([CH3:6])=[CH:12][C:11]([O:13][CH2:26][C:24](=[O:25])[CH2:22][CH3:23])=[C:10]([CH3:14])[CH:9]=1. The catalyst class is: 6. (4) Reactant: C(OC([N:8](COCC[Si](C)(C)C)[C:9]1[S:10][C@:11]2([C:38]([O:40][CH3:41])=[O:39])[C@H:13]([C@:14]([C:17]3[CH:22]=[C:21]([NH:23][C:24](=[O:32])[C:25]4[CH:30]=[CH:29][C:28]([Cl:31])=[CH:27][N:26]=4)[CH:20]=[C:19]([C:33]([O:35][CH3:36])=[O:34])[C:18]=3[F:37])([CH3:16])[N:15]=1)[CH2:12]2)=O)(C)(C)C.OS(O)(=O)=O. Product: [NH2:8][C:9]1[S:10][C@:11]2([C:38]([O:40][CH3:41])=[O:39])[C@H:13]([C@:14]([C:17]3[CH:22]=[C:21]([NH:23][C:24](=[O:32])[C:25]4[CH:30]=[CH:29][C:28]([Cl:31])=[CH:27][N:26]=4)[CH:20]=[C:19]([C:33]([O:35][CH3:36])=[O:34])[C:18]=3[F:37])([CH3:16])[N:15]=1)[CH2:12]2. The catalyst class is: 91. (5) Reactant: [Br:1][C:2]1[CH:10]=[CH:9][C:8]([N:11]2[CH:15]=[CH:14][CH:13]=[CH:12]2)=[CH:7][C:3]=1[C:4](O)=[O:5].CC[N:18](C(C)C)C(C)C.ClC(OC(C)C)=O.N. The catalyst class is: 1. Product: [Br:1][C:2]1[CH:10]=[CH:9][C:8]([N:11]2[CH:15]=[CH:14][CH:13]=[CH:12]2)=[CH:7][C:3]=1[C:4]([NH2:18])=[O:5]. (6) Reactant: [CH3:1][C:2]1[C:3]([N+:23]([O-])=O)=[C:4]2[C:9](=[CH:10][CH:11]=1)[C:8]([NH:12][C:13]1[CH:18]=[CH:17][CH:16]=[C:15]([C:19]([F:22])([F:21])[F:20])[CH:14]=1)=[N:7][CH:6]=[CH:5]2. Product: [CH3:1][C:2]1[CH:11]=[CH:10][C:9]2[C:8]([NH:12][C:13]3[CH:18]=[CH:17][CH:16]=[C:15]([C:19]([F:22])([F:20])[F:21])[CH:14]=3)=[N:7][CH:6]=[CH:5][C:4]=2[C:3]=1[NH2:23]. The catalyst class is: 29. (7) Reactant: C(=O)([O-])[O-].[K+].[K+].[Cl:7][C:8]1[C:15]([Cl:16])=[CH:14][CH:13]=[CH:12][C:9]=1[CH2:10]Br.[CH3:17][O:18][C:19]1[CH:24]=[CH:23][C:22]([N:25]2[CH:30]=[C:29]([C:31]([O:33][CH2:34][CH3:35])=[O:32])[C:28](=[O:36])[NH:27][C:26]2=[O:37])=[CH:21][CH:20]=1. Product: [Cl:7][C:8]1[C:15]([Cl:16])=[CH:14][CH:13]=[CH:12][C:9]=1[CH2:10][N:27]1[C:28](=[O:36])[C:29]([C:31]([O:33][CH2:34][CH3:35])=[O:32])=[CH:30][N:25]([C:22]2[CH:21]=[CH:20][C:19]([O:18][CH3:17])=[CH:24][CH:23]=2)[C:26]1=[O:37]. The catalyst class is: 10. (8) Reactant: [Cl:1][C:2]1[C:7]([S:8]([N:11]([O:14][CH3:15])[CH2:12][CH3:13])(=[O:10])=[O:9])=[C:6]([OH:16])[C:5]([NH:17][C:18]2[C:21](=O)[C:20](=[O:23])[C:19]=2[O:24]CC)=[CH:4][CH:3]=1.[NH2:27][CH:28]([CH2:31][CH3:32])[CH2:29][CH3:30]. Product: [Cl:1][C:2]1[C:7]([S:8]([N:11]([CH2:12][CH3:13])[O:14][CH3:15])(=[O:9])=[O:10])=[C:6]([OH:16])[C:5]([NH:17][C:18]2[C:19](=[O:24])[C:20](=[O:23])[C:21]=2[NH:27][CH:28]([CH2:31][CH3:32])[CH2:29][CH3:30])=[CH:4][CH:3]=1. The catalyst class is: 1. (9) Reactant: [C:1]([O:9][C:10]1[CH:19]=[CH:18][CH:17]=[C:16]2[C:11]=1[CH2:12][C@H:13]1[CH2:22][C@@H:21]([OH:23])[C@H:20](/[CH:24]=[CH:25]/[C@@H:26]([OH:32])[CH2:27][CH2:28][CH2:29][CH2:30][CH3:31])[C@H:14]1[CH2:15]2)(=[O:8])[C:2]1[CH:7]=[CH:6][CH:5]=[CH:4][CH:3]=1. Product: [C:1]([O:9][C:10]1[CH:19]=[CH:18][CH:17]=[C:16]2[C:11]=1[CH2:12][C@H:13]1[CH2:22][C@@H:21]([OH:23])[C@H:20]([CH2:24][CH2:25][C@@H:26]([OH:32])[CH2:27][CH2:28][CH2:29][CH2:30][CH3:31])[C@H:14]1[CH2:15]2)(=[O:8])[C:2]1[CH:7]=[CH:6][CH:5]=[CH:4][CH:3]=1. The catalyst class is: 19.